Dataset: Buchwald-Hartwig C-N cross coupling reaction yields with 55,370 reactions. Task: Predict the reaction yield, written as a fraction of the theoretical maximum amount of product (1.0 means a 100% yield; for example, 0.34 means a 34% yield). (1) The reactants are Clc1ccccn1.Cc1ccc(N)cc1.O=S(=O)(O[Pd]1c2ccccc2-c2ccccc2N~1)C(F)(F)F.CC(C)c1cc(C(C)C)c(-c2ccccc2P(C2CCCCC2)C2CCCCC2)c(C(C)C)c1.CN1CCCN2CCCN=C12.CCOC(=O)c1cnoc1C. No catalyst specified. The product is Cc1ccc(Nc2ccccn2)cc1. The yield is 0.188. (2) The reactants are Ic1cccnc1.Cc1ccc(N)cc1.O=S(=O)(O[Pd]1c2ccccc2-c2ccccc2N~1)C(F)(F)F.CC(C)c1cc(C(C)C)c(-c2ccccc2P(C2CCCCC2)C2CCCCC2)c(C(C)C)c1.CN1CCCN2CCCN=C12.Cc1cc(C)on1. No catalyst specified. The product is Cc1ccc(Nc2cccnc2)cc1. The yield is 0.477. (3) The reactants are Ic1cccnc1.Cc1ccc(N)cc1.O=S(=O)(O[Pd]1c2ccccc2-c2ccccc2N~1)C(F)(F)F.COc1ccc(OC)c(P([C@]23C[C@H]4C[C@H](C[C@H](C4)C2)C3)[C@]23C[C@H]4C[C@H](C[C@H](C4)C2)C3)c1-c1c(C(C)C)cc(C(C)C)cc1C(C)C.CN1CCCN2CCCN=C12.Cc1cc(-c2ccccc2)on1. No catalyst specified. The product is Cc1ccc(Nc2cccnc2)cc1. The yield is 0.822. (4) The product is Cc1ccc(Nc2ccccn2)cc1. No catalyst specified. The reactants are Brc1ccccn1.Cc1ccc(N)cc1.O=S(=O)(O[Pd]1c2ccccc2-c2ccccc2N~1)C(F)(F)F.CC(C)c1cc(C(C)C)c(-c2ccccc2P(C(C)(C)C)C(C)(C)C)c(C(C)C)c1.CN(C)C(=NC(C)(C)C)N(C)C.COC(=O)c1cc(-c2cccs2)on1. The yield is 0.647.